Dataset: Catalyst prediction with 721,799 reactions and 888 catalyst types from USPTO. Task: Predict which catalyst facilitates the given reaction. Reactant: [C:1]([C:3]1[C:11]2[C:6](=[CH:7][CH:8]=[CH:9][C:10]=2[C:12]2[CH:17]=[CH:16][CH:15]=[CH:14][C:13]=2[CH3:18])[N:5]([CH2:19][CH2:20][CH2:21][O:22][C:23]2[C:32]3[C:27](=[CH:28][CH:29]=[CH:30][CH:31]=3)[CH:26]=[CH:25][CH:24]=2)[C:4]=1[C:33]([O:35]C)=[O:34])#[N:2].[OH-].[Na+].Cl. Product: [C:1]([C:3]1[C:11]2[C:6](=[CH:7][CH:8]=[CH:9][C:10]=2[C:12]2[CH:17]=[CH:16][CH:15]=[CH:14][C:13]=2[CH3:18])[N:5]([CH2:19][CH2:20][CH2:21][O:22][C:23]2[C:32]3[C:27](=[CH:28][CH:29]=[CH:30][CH:31]=3)[CH:26]=[CH:25][CH:24]=2)[C:4]=1[C:33]([OH:35])=[O:34])#[N:2]. The catalyst class is: 83.